Dataset: Forward reaction prediction with 1.9M reactions from USPTO patents (1976-2016). Task: Predict the product of the given reaction. (1) Given the reactants S(=O)(=O)(O)O.C(O[CH:9]=[CH:10][C:11]([NH:13][C:14]1[CH:15]=[C:16]([CH:21]=[C:22]([O:24][CH3:25])[CH:23]=1)[C:17]([O:19][CH3:20])=[O:18])=[O:12])C, predict the reaction product. The product is: [CH3:25][O:24][C:22]1[CH:21]=[C:16]([C:17]([O:19][CH3:20])=[O:18])[C:15]2[CH:9]=[CH:10][C:11](=[O:12])[NH:13][C:14]=2[CH:23]=1. (2) Given the reactants [Br:1]N1C(=O)CCC1=O.[CH3:9][O:10][CH2:11][C:12]1[CH:16]=[C:15]([CH3:17])[O:14][N:13]=1.CCOCC, predict the reaction product. The product is: [Br:1][C:16]1[C:12]([CH2:11][O:10][CH3:9])=[N:13][O:14][C:15]=1[CH3:17]. (3) Given the reactants [CH3:1][Si:2]([CH3:12])([CH3:11])[C:3]1[CH:10]=[CH:9][C:6]([CH2:7][NH2:8])=[CH:5][CH:4]=1.[CH3:13][O:14][C:15]1[CH:16]=[C:17]([CH2:25][CH2:26][C:27](O)=[O:28])[CH:18]=[CH:19][C:20]=1[O:21][CH2:22][C:23]#[CH:24], predict the reaction product. The product is: [CH3:1][Si:2]([CH3:12])([CH3:11])[C:3]1[CH:10]=[CH:9][C:6]([CH2:7][NH:8][C:27](=[O:28])[CH2:26][CH2:25][C:17]2[CH:18]=[CH:19][C:20]([O:21][CH2:22][C:23]#[CH:24])=[C:15]([O:14][CH3:13])[CH:16]=2)=[CH:5][CH:4]=1. (4) Given the reactants O.Cl.[NH:3]1[CH2:8][CH2:7][C:6](=[O:9])[CH2:5][CH2:4]1.Br[CH2:11][C:12]1[CH:21]=[CH:20][C:15]([C:16]([O:18][CH3:19])=[O:17])=[CH:14][CH:13]=1.C([O-])([O-])=O.[K+].[K+], predict the reaction product. The product is: [O:9]=[C:6]1[CH2:7][CH2:8][N:3]([CH2:11][C:12]2[CH:21]=[CH:20][C:15]([C:16]([O:18][CH3:19])=[O:17])=[CH:14][CH:13]=2)[CH2:4][CH2:5]1. (5) Given the reactants [CH3:1][C:2]12[C:14]3[C:6](=[CH:7][C:8]([NH:15][C:16]4[CH:26]=[CH:25][C:19]([C:20]([O:22]CC)=[O:21])=[CH:18][CH:17]=4)=[CH:9][C:10]=3[CH2:11][CH2:12][CH2:13]1)[CH2:5][CH2:4][CH2:3]2.[OH-].[Na+].Cl, predict the reaction product. The product is: [CH3:1][C:2]12[C:14]3[C:10](=[CH:9][C:8]([NH:15][C:16]4[CH:17]=[CH:18][C:19]([C:20]([OH:22])=[O:21])=[CH:25][CH:26]=4)=[CH:7][C:6]=3[CH2:5][CH2:4][CH2:3]1)[CH2:11][CH2:12][CH2:13]2. (6) Given the reactants [CH2:1]([C@@H:5]1[CH2:22][N:9]2[CH2:10][CH2:11][C:12]3[C:17]([C@H:8]2[CH2:7][C@H:6]1[O:23][C:24](=[O:40])[CH:25]([NH:29]C(OCC1C=CC=CC=1)=O)[CH:26]([CH3:28])[CH3:27])=[CH:16][C:15]([O:18][CH3:19])=[C:14]([O:20][CH3:21])[CH:13]=3)[CH:2]([CH3:4])[CH3:3], predict the reaction product. The product is: [CH2:1]([C@@H:5]1[CH2:22][N:9]2[CH2:10][CH2:11][C:12]3[C:17]([C@H:8]2[CH2:7][C@H:6]1[O:23][C:24](=[O:40])[C@@H:25]([NH2:29])[CH:26]([CH3:28])[CH3:27])=[CH:16][C:15]([O:18][CH3:19])=[C:14]([O:20][CH3:21])[CH:13]=3)[CH:2]([CH3:4])[CH3:3].